Dataset: Full USPTO retrosynthesis dataset with 1.9M reactions from patents (1976-2016). Task: Predict the reactants needed to synthesize the given product. (1) Given the product [C:22]([O:21][C:19](=[O:20])[NH:2][CH2:3][CH2:4][C:5]1[CH:10]=[CH:9][CH:8]=[C:7]([OH:11])[CH:6]=1)([CH3:25])([CH3:24])[CH3:23], predict the reactants needed to synthesize it. The reactants are: Cl.[NH2:2][CH2:3][CH2:4][C:5]1[CH:6]=[C:7]([OH:11])[CH:8]=[CH:9][CH:10]=1.C(N(CC)CC)C.[C:19](O[C:19]([O:21][C:22]([CH3:25])([CH3:24])[CH3:23])=[O:20])([O:21][C:22]([CH3:25])([CH3:24])[CH3:23])=[O:20].Cl. (2) The reactants are: N1CCCCC1.BrC1OC(C=O)=CC=1.[N:15]1([C:21]2[O:25][C:24]([CH:26]=O)=[CH:23][CH:22]=2)[CH2:20][CH2:19][CH2:18][CH2:17][CH2:16]1.[CH3:28][O:29][C:30]1[CH:31]=[C:32]([CH:36]=[CH:37][C:38]=1[O:39][CH3:40])[CH2:33][C:34]#[N:35]. Given the product [CH3:28][O:29][C:30]1[CH:31]=[C:32](/[C:33](=[CH:26]/[C:24]2[O:25][C:21]([N:15]3[CH2:16][CH2:17][CH2:18][CH2:19][CH2:20]3)=[CH:22][CH:23]=2)/[C:34]#[N:35])[CH:36]=[CH:37][C:38]=1[O:39][CH3:40], predict the reactants needed to synthesize it.